From a dataset of Catalyst prediction with 721,799 reactions and 888 catalyst types from USPTO. Predict which catalyst facilitates the given reaction. Reactant: C(O[C:4](=[O:17])[C:5]([CH3:16])([CH:11]1[CH2:15][CH2:14][CH2:13][NH:12]1)[CH2:6][CH2:7][CH:8]([CH3:10])[CH3:9])C.[CH3:18][S:19]([NH:22][C:23]1[CH:38]=[CH:37][C:26]2[NH:27][C:28]([CH2:33][C:34](O)=[O:35])=[N:29][S:30](=[O:32])(=[O:31])[C:25]=2[CH:24]=1)(=[O:21])=[O:20].Cl.CN(C)CCCN=C=NCC.CN1CCOCC1.[H-].[Na+].Cl. Product: [OH:17][C:4]1[C:5]([CH3:16])([CH2:6][CH2:7][CH:8]([CH3:9])[CH3:10])[CH:11]2[N:12]([CH2:13][CH2:14][CH2:15]2)[C:34](=[O:35])[C:33]=1[C:28]1[NH:27][C:26]2[CH:37]=[CH:38][C:23]([NH:22][S:19]([CH3:18])(=[O:21])=[O:20])=[CH:24][C:25]=2[S:30](=[O:32])(=[O:31])[N:29]=1. The catalyst class is: 9.